Binary Classification. Given a T-cell receptor sequence (or CDR3 region) and an epitope sequence, predict whether binding occurs between them. From a dataset of TCR-epitope binding with 47,182 pairs between 192 epitopes and 23,139 TCRs. The TCR CDR3 sequence is CASSHSKNTEAFF. Result: 1 (the TCR binds to the epitope). The epitope is TPQDLNTML.